This data is from Full USPTO retrosynthesis dataset with 1.9M reactions from patents (1976-2016). The task is: Predict the reactants needed to synthesize the given product. (1) Given the product [F:1][C:2]1[CH:3]=[C:4]([C:29]2[CH:34]=[CH:33][CH:32]=[CH:31][C:30]=2[C:35]2[NH:52][C:63](=[O:66])[O:64][N:36]=2)[CH:5]=[CH:6][C:7]=1[CH2:8][C:9]1[C:10](=[O:28])[N:11]([C@H:21]2[CH2:26][CH2:25][C@@H:24]([OH:27])[CH2:23][CH2:22]2)[C:12]2[N:13]([N:18]=[CH:19][N:20]=2)[C:14]=1[CH2:15][CH2:16][CH3:17], predict the reactants needed to synthesize it. The reactants are: [F:1][C:2]1[CH:3]=[C:4]([C:29]2[C:30]([C:35]#[N:36])=[CH:31][CH:32]=[CH:33][CH:34]=2)[CH:5]=[CH:6][C:7]=1[CH2:8][C:9]1[C:10](=[O:28])[N:11]([C@H:21]2[CH2:26][CH2:25][C@@H:24]([OH:27])[CH2:23][CH2:22]2)[C:12]2[N:13]([N:18]=[CH:19][N:20]=2)[C:14]=1[CH2:15][CH2:16][CH3:17].FC(F)(F)S(O[Si](C(C)(C)C)(C)C)(=O)=O.[N:52]1C(C)=CC=CC=1C.[Cl-].O[NH3+].[C:63](=[O:66])([O-])[OH:64].[Na+]. (2) Given the product [NH:18]1[C:17]2[CH:25]=[CH:26][CH:27]=[CH:28][C:16]=2[N:15]=[C:14]1[C:11]1([C:29]#[N:30])[CH2:12][CH2:13][N:8]([C:6]2[C:42]3[CH:46]=[CH:45][NH:44][C:43]=3[N:38]=[CH:39][N:40]=2)[CH2:9][CH2:10]1, predict the reactants needed to synthesize it. The reactants are: C(O[C:6]([N:8]1[CH2:13][CH2:12][C:11]([C:29]#[N:30])([C:14]2[N:18](S(=O)(=O)N(C)C)[C:17]3[CH:25]=[CH:26][CH:27]=[CH:28][C:16]=3[N:15]=2)[CH2:10][CH2:9]1)=O)(C)(C)C.FC(F)(F)C(O)=O.[N:38]1[C:43]2[NH:44][CH:45]=[CH:46][C:42]=2C=[N:40][CH:39]=1.CN1CCCC1. (3) Given the product [F:16][C:13]1[CH:14]=[CH:15][C:10]([C:8](=[O:9])[CH2:7][CH2:6][C:2]([OH:3])=[O:1])=[CH:11][C:12]=1[CH3:17], predict the reactants needed to synthesize it. The reactants are: [O:1]1CC[O:3][CH:2]1[CH2:6][CH2:7][CH:8]([C:10]1[CH:15]=[CH:14][C:13]([F:16])=[C:12]([CH3:17])[CH:11]=1)[OH:9].CC(C)=O.OS(O)(=O)=O.O=[Cr](=O)=O.O. (4) Given the product [Br:21][CH:22]([CH2:26][CH2:27][CH2:28][CH3:29])[C:23]([C:8]1[CH:9]=[C:10]([NH:13][C:14](=[O:16])[CH3:15])[CH:11]=[CH:12][C:7]=1[OH:6])=[O:24], predict the reactants needed to synthesize it. The reactants are: [Cl-].[Al+3].[Cl-].[Cl-].C[O:6][C:7]1[CH:12]=[CH:11][C:10]([NH:13][C:14](=[O:16])[CH3:15])=[CH:9][CH:8]=1.[N+](C)([O-])=O.[Br:21][CH:22]([CH2:26][CH2:27][CH2:28][CH3:29])[C:23](Cl)=[O:24]. (5) Given the product [Cl:17][C:14]1[CH:15]=[CH:16][C:11]([C:10]#[C:9][CH2:8][NH:7][C:6](=[O:24])[O:5][C:1]([CH3:2])([CH3:3])[CH3:4])=[C:12]([C:18](=[O:23])[C:26]2[C:31]([F:32])=[CH:30][CH:29]=[CH:28][N:27]=2)[CH:13]=1, predict the reactants needed to synthesize it. The reactants are: [C:1]([O:5][C:6](=[O:24])[NH:7][CH2:8][C:9]#[C:10][C:11]1[CH:16]=[CH:15][C:14]([Cl:17])=[CH:13][C:12]=1[C:18](=[O:23])N(OC)C)([CH3:4])([CH3:3])[CH3:2].Br[C:26]1[C:31]([F:32])=[CH:30][CH:29]=[CH:28][N:27]=1. (6) Given the product [NH2:40][C:41]([CH3:46])([CH3:45])[C:42]([NH:15][CH2:14][CH2:13][O:12][C:9]1[CH:10]=[CH:11][N:6]2[N:5]=[C:4]([CH3:3])[C:16]([C:17]3[S:18][C:19]([C:28]4[N:32]=[CH:31][NH:30][N:29]=4)=[C:20]([C:22]4[CH:27]=[CH:26][CH:25]=[CH:24][CH:23]=4)[N:21]=3)=[C:7]2[CH:8]=1)=[O:43], predict the reactants needed to synthesize it. The reactants are: Cl.Cl.[CH3:3][C:4]1[C:16]([C:17]2[S:18][C:19]([C:28]3[N:32]=[CH:31][NH:30][N:29]=3)=[C:20]([C:22]3[CH:27]=[CH:26][CH:25]=[CH:24][CH:23]=3)[N:21]=2)=[C:7]2[CH:8]=[C:9]([O:12][CH2:13][CH2:14][NH2:15])[CH:10]=[CH:11][N:6]2[N:5]=1.C(OC([NH:40][C:41]([CH3:46])([CH3:45])[C:42](O)=[O:43])=O)(C)(C)C.C1C=CC2N(O)N=NC=2C=1.CCN=C=NCCCN(C)C. (7) Given the product [CH3:18][CH2:19][CH2:14][CH2:15][CH2:16][CH2:17][O:20][C:9]([C:7]([C:25]#[N:30])=[CH2:5])=[O:10], predict the reactants needed to synthesize it. The reactants are: O=C[C@H]([C@@H:5]([C@@H:7]([CH2:9][OH:10])O)O)O.N[C@H](C(O)=O)C[C:14]1[CH:19]=[CH:18][C:17]([OH:20])=[CH:16][CH:15]=1.C(O)[C:25]([NH2:30])(CO)CO. (8) Given the product [C:1]([O:14][CH2:19][CH2:18][N:16]([CH3:17])[CH3:15])(=[O:13])[CH2:2][CH2:3][CH2:4][CH2:5][CH2:6][CH2:7][CH2:8][CH2:9][CH2:10][CH2:11][CH3:12], predict the reactants needed to synthesize it. The reactants are: [C:1]([OH:14])(=[O:13])[CH2:2][CH2:3][CH2:4][CH2:5][CH2:6][CH2:7][CH2:8][CH2:9][CH2:10][CH2:11][CH3:12].[CH3:15][N:16]([CH2:18][CH2:19]O)[CH3:17]. (9) Given the product [CH3:1][O:2][C@@H:3]([CH3:9])[C@H:4]([NH:5][C:11]([O:13][CH3:14])=[O:12])[C:6]([OH:8])=[O:7], predict the reactants needed to synthesize it. The reactants are: [CH3:1][O:2][C@H:3]([CH3:9])[C@@H:4]([C:6]([OH:8])=[O:7])[NH2:5].Cl[C:11]([O:13][CH3:14])=[O:12]. (10) Given the product [Cl:1][C:2]1[CH:7]=[C:6]([Cl:8])[CH:5]=[CH:4][C:3]=1[N:9]1[C:10]2=[N:11][C:12]3[C:13](=[C:21]([N:25]([CH2:28][CH3:29])[CH2:26][CH3:27])[CH:22]=[CH:23][CH:24]=3)[N:14]2[CH2:15][C:16]([F:20])([F:19])[CH2:17]1, predict the reactants needed to synthesize it. The reactants are: [Cl:1][C:2]1[CH:7]=[C:6]([Cl:8])[CH:5]=[CH:4][C:3]=1[NH:9][C:10]1[N:14]([CH2:15][C:16]([F:20])([F:19])[CH2:17]O)[C:13]2[C:21]([N:25]([CH2:28][CH3:29])[CH2:26][CH3:27])=[CH:22][CH:23]=[CH:24][C:12]=2[N:11]=1.CS(Cl)(=O)=O.C(=O)([O-])[O-].[K+].[K+].